From a dataset of Catalyst prediction with 721,799 reactions and 888 catalyst types from USPTO. Predict which catalyst facilitates the given reaction. (1) Reactant: [NH2:1][C:2]1[CH:7]=[CH:6][C:5]([CH2:8][CH2:9][C:10]2[CH:19]=[CH:18][C:13]([C:14]([O:16][CH3:17])=[O:15])=[CH:12][CH:11]=2)=[CH:4][CH:3]=1.[C:20]([CH2:22][C:23](O)=[O:24])#[N:21].CCN=C=NCCCN(C)C.Cl. Product: [C:20]([CH2:22][C:23]([NH:1][C:2]1[CH:3]=[CH:4][C:5]([CH2:8][CH2:9][C:10]2[CH:11]=[CH:12][C:13]([C:14]([O:16][CH3:17])=[O:15])=[CH:18][CH:19]=2)=[CH:6][CH:7]=1)=[O:24])#[N:21]. The catalyst class is: 136. (2) Product: [CH2:1]([O:8][C:9]([N:11]1[CH2:15][C@@H:14]([F:16])[C@@H:13]([CH2:17][NH:22][CH:19]2[CH2:21][CH2:20]2)[CH2:12]1)=[O:10])[C:2]1[CH:7]=[CH:6][CH:5]=[CH:4][CH:3]=1. The catalyst class is: 10. Reactant: [CH2:1]([O:8][C:9]([N:11]1[CH2:15][C@@H:14]([F:16])[C@@H:13]([CH2:17]Br)[CH2:12]1)=[O:10])[C:2]1[CH:7]=[CH:6][CH:5]=[CH:4][CH:3]=1.[CH:19]1([NH2:22])[CH2:21][CH2:20]1. (3) Reactant: N(C(OC(C)C)=O)=NC(OC(C)C)=O.[CH3:15][N:16]1[C:20]([C:21]2[NH:22][C:23]3[C:28]([N:29]=2)=[C:27]([NH2:30])[N:26]=[CH:25][N:24]=3)=[C:19]([C:31]2[CH:36]=[CH:35][CH:34]=[CH:33][CH:32]=2)[N:18]=[CH:17]1.[CH:37]1(O)[CH2:42][CH2:41][CH2:40][CH2:39][CH2:38]1.C1(P(C2C=CC=CC=2)C2C=CC=CC=2)C=CC=CC=1. Product: [CH:37]1([N:22]2[C:21]([C:20]3[N:16]([CH3:15])[CH:17]=[N:18][C:19]=3[C:31]3[CH:32]=[CH:33][CH:34]=[CH:35][CH:36]=3)=[N:29][C:28]3[C:23]2=[N:24][CH:25]=[N:26][C:27]=3[NH2:30])[CH2:42][CH2:41][CH2:40][CH2:39][CH2:38]1. The catalyst class is: 1. (4) Reactant: Cl[C:2]1[CH:7]=[N:6][CH:5]=[C:4]([S:8]([CH3:11])(=[O:10])=[O:9])[N:3]=1.C([O-])([O-])=O.[K+].[K+].[I:18][C:19]1[CH:20]=[C:21]([OH:25])[CH:22]=[CH:23][CH:24]=1.CN(C=O)C. Product: [I:18][C:19]1[CH:20]=[C:21]([CH:22]=[CH:23][CH:24]=1)[O:25][C:2]1[CH:7]=[N:6][CH:5]=[C:4]([S:8]([CH3:11])(=[O:10])=[O:9])[N:3]=1. The catalyst class is: 25. (5) Reactant: [CH3:1][C:2]1[CH:7]=[CH:6][C:5]([NH:8][C:9]2[S:10][CH:11]=[C:12]([CH3:14])[N:13]=2)=[CH:4][C:3]=1[OH:15].C([O-])([O-])=O.[K+].[K+].Br[CH2:23][CH:24]=[C:25]([CH3:27])[CH3:26]. Product: [CH3:14][C:12]1[N:13]=[C:9]([NH:8][C:5]2[CH:6]=[CH:7][C:2]([CH3:1])=[C:3]([O:15][CH2:23][CH:24]=[C:25]([CH3:27])[CH3:26])[CH:4]=2)[S:10][CH:11]=1. The catalyst class is: 21. (6) Reactant: [CH3:1][O:2][C:3]1[CH:4]=[C:5]([NH:11][C:12]2[C:13]3[N:41]=[CH:40][S:39][C:14]=3[N:15]=[C:16]([N:18]3[CH2:22][CH2:21][CH:20]([C:23]([NH:25][C:26]4[CH:38]=[CH:37][C:29]([C:30]([O:32]C(C)(C)C)=[O:31])=[CH:28][CH:27]=4)=[O:24])[CH2:19]3)[N:17]=2)[CH:6]=[CH:7][C:8]=1[O:9][CH3:10].FC(F)(F)C(O)=O. Product: [CH3:1][O:2][C:3]1[CH:4]=[C:5]([NH:11][C:12]2[C:13]3[N:41]=[CH:40][S:39][C:14]=3[N:15]=[C:16]([N:18]3[CH2:22][CH2:21][CH:20]([C:23]([NH:25][C:26]4[CH:27]=[CH:28][C:29]([C:30]([OH:32])=[O:31])=[CH:37][CH:38]=4)=[O:24])[CH2:19]3)[N:17]=2)[CH:6]=[CH:7][C:8]=1[O:9][CH3:10]. The catalyst class is: 4. (7) Reactant: [CH3:1][O:2][C:3]1[CH:8]=[CH:7][C:6]([S:9]([NH:12][C:13]2([C:18]([OH:20])=[O:19])[CH2:17][CH2:16][CH2:15][CH2:14]2)(=[O:11])=[O:10])=[CH:5][CH:4]=1.C(N(CC)CC)C.F[P-](F)(F)(F)(F)F.[N:35]1(O[P+](N(C)C)(N(C)C)N(C)C)[C:39]2[CH:40]=[CH:41][CH:42]=[CH:43][C:38]=2[N:37]=[N:36]1. Product: [N:35]1([O:19][C:18]([C:13]2([NH:12][S:9]([C:6]3[CH:7]=[CH:8][C:3]([O:2][CH3:1])=[CH:4][CH:5]=3)(=[O:11])=[O:10])[CH2:17][CH2:16][CH2:15][CH2:14]2)=[O:20])[C:39]2[CH:40]=[CH:41][CH:42]=[CH:43][C:38]=2[N:37]=[N:36]1. The catalyst class is: 2.